Dataset: Orexin1 receptor HTS with 218,158 compounds and 233 confirmed actives. Task: Binary Classification. Given a drug SMILES string, predict its activity (active/inactive) in a high-throughput screening assay against a specified biological target. The compound is O(CC(=O)N(CC(C)C)c1c(n(Cc2ccccc2)c(=O)[nH]c1=O)N)C(=O)c1cc2c(cc1)cccc2. The result is 0 (inactive).